Dataset: Forward reaction prediction with 1.9M reactions from USPTO patents (1976-2016). Task: Predict the product of the given reaction. (1) Given the reactants Br[C:2]([CH2:4][CH2:5][CH2:6][CH2:7][CH2:8][CH3:9])=[CH2:3].[Li]C(C)(C)C.Cl[Si:16](Cl)([CH3:18])[CH3:17].[C:20]1([CH:26]([OH:31])[CH2:27][C:28]([CH3:30])=[CH2:29])[CH:25]=[CH:24][CH:23]=[CH:22][CH:21]=1.CCN(CC)CC, predict the reaction product. The product is: [CH3:17][Si:16]([CH3:18])([CH2:3][CH:2]=[CH:4][CH2:5][CH2:6][CH2:7][CH2:8][CH3:9])[O:31][CH:26]([C:20]1[CH:25]=[CH:24][CH:23]=[CH:22][CH:21]=1)[CH2:27][C:28]([CH3:30])=[CH2:29]. (2) The product is: [C:2]1([CH:8]([N:10]2[CH2:14][CH:13]([CH2:15][NH:16][CH:17]([C:19]3[CH:24]=[CH:23][CH:22]=[CH:21][CH:20]=3)[CH3:18])[O:12][C:11]2=[O:25])[CH3:9])[CH:3]=[CH:4][CH:5]=[CH:6][CH:7]=1. Given the reactants Cl.[C:2]1([CH:8]([N:10]2[CH2:14][CH:13]([CH2:15][NH:16][CH:17]([C:19]3[CH:24]=[CH:23][CH:22]=[CH:21][CH:20]=3)[CH3:18])[O:12][C:11]2=[O:25])[CH3:9])[CH:7]=[CH:6][CH:5]=[CH:4][CH:3]=1, predict the reaction product. (3) Given the reactants Cl.[Cl:2][C:3]1[CH:15]=[CH:14][CH:13]=[CH:12][C:4]=1[O:5][CH2:6][CH:7]1[CH2:11][CH2:10][NH:9][CH2:8]1.[CH3:16][C:17]1[CH:22]=[C:21]([CH3:23])[N:20]=[C:19]([NH:24][C:25](=O)[O:26]C2C=CC=CC=2)[CH:18]=1, predict the reaction product. The product is: [Cl:2][C:3]1[CH:15]=[CH:14][CH:13]=[CH:12][C:4]=1[O:5][CH2:6][CH:7]1[CH2:11][CH2:10][N:9]([C:25]([NH:24][C:19]2[CH:18]=[C:17]([CH3:16])[CH:22]=[C:21]([CH3:23])[N:20]=2)=[O:26])[CH2:8]1. (4) Given the reactants [C:1]([O:5][C:6](=[O:36])[NH:7][C@H:8]1[CH2:13][CH2:12][C@H:11]([CH2:14][NH:15][C:16]2[C:21](Br)=[CH:20][N:19]=[C:18]([NH:23][CH2:24][C:25]3[CH:30]=[CH:29][CH:28]=[CH:27][C:26]=3[O:31][C:32]([F:35])([F:34])[F:33])[N:17]=2)[CH2:10][CH2:9]1)([CH3:4])([CH3:3])[CH3:2].O1CCOCC1.C(NC(C)C)(C)C.[C:50]1([C:56]#[CH:57])[CH:55]=[CH:54][CH:53]=[CH:52][CH:51]=1, predict the reaction product. The product is: [C:1]([O:5][C:6](=[O:36])[NH:7][CH:8]1[CH2:13][CH2:12][CH:11]([CH2:14][NH:15][C:16]2[C:21]([C:57]#[C:56][C:50]3[CH:55]=[CH:54][CH:53]=[CH:52][CH:51]=3)=[CH:20][N:19]=[C:18]([NH:23][CH2:24][C:25]3[CH:30]=[CH:29][CH:28]=[CH:27][C:26]=3[O:31][C:32]([F:35])([F:34])[F:33])[N:17]=2)[CH2:10][CH2:9]1)([CH3:4])([CH3:3])[CH3:2]. (5) Given the reactants [CH2:1]([O:8][NH:9][C:10]([C@@H:12]1[N:17]([S:18]([C:21]2[CH:26]=[CH:25][C:24]([O:27][CH2:28][CH2:29][O:30][CH2:31][CH3:32])=[CH:23][CH:22]=2)(=[O:20])=[O:19])[CH2:16][C@@H:15]2[O:33]C(C)(C)[O:35][C@H:14]2[C@@H:13]1[OH:38])=[O:11])[C:2]1[CH:7]=[CH:6][CH:5]=[CH:4][CH:3]=1, predict the reaction product. The product is: [CH2:1]([O:8][NH:9][C:10]([C@H:12]1[C@@H:13]([OH:38])[C@H:14]([OH:35])[C@@H:15]([OH:33])[CH2:16][N:17]1[S:18]([C:21]1[CH:22]=[CH:23][C:24]([O:27][CH2:28][CH2:29][O:30][CH2:31][CH3:32])=[CH:25][CH:26]=1)(=[O:20])=[O:19])=[O:11])[C:2]1[CH:3]=[CH:4][CH:5]=[CH:6][CH:7]=1. (6) The product is: [CH2:1]([N:4]([C:5](=[O:10])[C:6]([Br:9])([F:8])[F:7])[C:11](=[O:12])[O:13][C:14]([CH3:17])([CH3:16])[CH3:15])[CH:2]=[CH2:3]. Given the reactants [CH2:1]([NH:4][C:5](=[O:10])[C:6]([Br:9])([F:8])[F:7])[CH:2]=[CH2:3].[C:11](O[C:11]([O:13][C:14]([CH3:17])([CH3:16])[CH3:15])=[O:12])([O:13][C:14]([CH3:17])([CH3:16])[CH3:15])=[O:12], predict the reaction product. (7) Given the reactants [CH2:1]([N:8]1[C:12]2[CH:13]=[CH:14][C:15]3[N:16]([C:17]([CH3:20])=[N:18][N:19]=3)[C:11]=2[CH:10]=[C:9]1[C:21]1[CH:22]=[N:23][NH:24][CH:25]=1)[C:2]1[CH:7]=[CH:6][CH:5]=[CH:4][CH:3]=1.CN(C=O)C.[H-].[Na+].Cl[CH2:34][C:35]#[N:36], predict the reaction product. The product is: [CH2:1]([N:8]1[C:12]2[CH:13]=[CH:14][C:15]3[N:16]([C:17]([CH3:20])=[N:18][N:19]=3)[C:11]=2[CH:10]=[C:9]1[C:21]1[CH:22]=[N:23][N:24]([CH2:34][C:35]#[N:36])[CH:25]=1)[C:2]1[CH:7]=[CH:6][CH:5]=[CH:4][CH:3]=1. (8) Given the reactants O=[C:2]1[C:11]2[C:6](=[CH:7][CH:8]=[C:9]([C:12]#[N:13])[CH:10]=2)[NH:5][CH:4]=[CH:3]1.P(Br)(Br)[Br:15].[OH-].[Na+], predict the reaction product. The product is: [Br:15][C:2]1[C:11]2[C:6](=[CH:7][CH:8]=[C:9]([C:12]#[N:13])[CH:10]=2)[N:5]=[CH:4][CH:3]=1. (9) Given the reactants C(O[C:4]([CH:6]1[CH2:11][CH2:10][N:9]([CH2:12][C:13]2[CH:18]=[CH:17][C:16]([C@@H:19]3[O:28][C:23]4=[N:24][CH:25]=[CH:26][CH:27]=[C:22]4[O:21][CH2:20]3)=[CH:15][CH:14]=2)[CH2:8][CH2:7]1)=O)C.N1CCC(C[NH:36][C:37](=[O:39])[CH3:38])CC1, predict the reaction product. The product is: [O:21]1[C:22]2[C:23](=[N:24][CH:25]=[CH:26][CH:27]=2)[O:28][C@@H:19]([C:16]2[CH:17]=[CH:18][C:13]([CH2:12][N:9]3[CH2:10][CH2:11][CH:6]([CH2:4][NH:36][C:37](=[O:39])[CH3:38])[CH2:7][CH2:8]3)=[CH:14][CH:15]=2)[CH2:20]1. (10) Given the reactants [CH3:1][NH:2][C@@H:3]1[CH2:7][CH2:6][N:5]([C:8]2[C:9]3[CH:16]=[CH:15][NH:14][C:10]=3[N:11]=[CH:12][N:13]=2)[CH2:4]1.[N:17]([C:20]1[CH:21]=[C:22]([CH:25]=[CH:26][CH:27]=1)[C:23]#[N:24])=[C:18]=[O:19], predict the reaction product. The product is: [N:11]1[C:10]2[NH:14][CH:15]=[CH:16][C:9]=2[C:8]([N:5]2[CH2:6][CH2:7][C@@H:3]([N:2]([CH3:1])[C:18]([NH:17][C:20]3[CH:27]=[CH:26][CH:25]=[C:22]([C:23]#[N:24])[CH:21]=3)=[O:19])[CH2:4]2)=[N:13][CH:12]=1.